Predict the reaction yield, written as a fraction of the theoretical maximum amount of product (1.0 means a 100% yield; for example, 0.34 means a 34% yield). From a dataset of Reaction yield outcomes from USPTO patents with 853,638 reactions. The reactants are [Cl:1][C:2]1[N:3]=[C:4]([O:8][C:9]2[C:15]([CH3:16])=[CH:14][C:12]([NH2:13])=[C:11]([CH3:17])[CH:10]=2)[S:5][C:6]=1[Cl:7].COC(OC)OC.[C:25]1([CH3:35])C=CC(S(O)(=O)=O)=CC=1.[CH3:36][NH:37][CH2:38]C. The catalyst is COC(C)(C)C. The product is [Cl:1][C:2]1[N:3]=[C:4]([O:8][C:9]2[C:15]([CH3:16])=[CH:14][C:12]([N:13]=[CH:36][N:37]([CH2:25][CH3:35])[CH3:38])=[C:11]([CH3:17])[CH:10]=2)[S:5][C:6]=1[Cl:7]. The yield is 0.910.